Dataset: NCI-60 drug combinations with 297,098 pairs across 59 cell lines. Task: Regression. Given two drug SMILES strings and cell line genomic features, predict the synergy score measuring deviation from expected non-interaction effect. (1) Drug 1: CC1OCC2C(O1)C(C(C(O2)OC3C4COC(=O)C4C(C5=CC6=C(C=C35)OCO6)C7=CC(=C(C(=C7)OC)O)OC)O)O. Drug 2: C1=NC(=NC(=O)N1C2C(C(C(O2)CO)O)O)N. Cell line: SK-OV-3. Synergy scores: CSS=9.24, Synergy_ZIP=-2.75, Synergy_Bliss=2.54, Synergy_Loewe=-0.725, Synergy_HSA=1.85. (2) Drug 1: C1CCC(C1)C(CC#N)N2C=C(C=N2)C3=C4C=CNC4=NC=N3. Drug 2: CC1C(C(CC(O1)OC2CC(CC3=C2C(=C4C(=C3O)C(=O)C5=C(C4=O)C(=CC=C5)OC)O)(C(=O)C)O)N)O.Cl. Cell line: OVCAR-5. Synergy scores: CSS=14.8, Synergy_ZIP=-2.65, Synergy_Bliss=5.46, Synergy_Loewe=-21.8, Synergy_HSA=1.02. (3) Drug 1: C1=CN(C(=O)N=C1N)C2C(C(C(O2)CO)O)O.Cl. Cell line: SK-MEL-5. Synergy scores: CSS=2.51, Synergy_ZIP=-1.41, Synergy_Bliss=0.588, Synergy_Loewe=0.603, Synergy_HSA=1.23. Drug 2: CCCCCOC(=O)NC1=NC(=O)N(C=C1F)C2C(C(C(O2)C)O)O. (4) Drug 1: C1=CN(C=N1)CC(O)(P(=O)(O)O)P(=O)(O)O. Drug 2: CC1=C(N=C(N=C1N)C(CC(=O)N)NCC(C(=O)N)N)C(=O)NC(C(C2=CN=CN2)OC3C(C(C(C(O3)CO)O)O)OC4C(C(C(C(O4)CO)O)OC(=O)N)O)C(=O)NC(C)C(C(C)C(=O)NC(C(C)O)C(=O)NCCC5=NC(=CS5)C6=NC(=CS6)C(=O)NCCC[S+](C)C)O. Cell line: MALME-3M. Synergy scores: CSS=3.92, Synergy_ZIP=-3.67, Synergy_Bliss=-2.46, Synergy_Loewe=-5.10, Synergy_HSA=-3.17. (5) Drug 1: CC1C(C(CC(O1)OC2CC(CC3=C2C(=C4C(=C3O)C(=O)C5=C(C4=O)C(=CC=C5)OC)O)(C(=O)CO)O)N)O.Cl. Drug 2: C1=CC(=CC=C1CC(C(=O)O)N)N(CCCl)CCCl.Cl. Cell line: NCI-H226. Synergy scores: CSS=-0.596, Synergy_ZIP=1.82, Synergy_Bliss=1.66, Synergy_Loewe=-0.376, Synergy_HSA=-0.499. (6) Drug 1: CNC(=O)C1=CC=CC=C1SC2=CC3=C(C=C2)C(=NN3)C=CC4=CC=CC=N4. Drug 2: CCC1=C2CN3C(=CC4=C(C3=O)COC(=O)C4(CC)O)C2=NC5=C1C=C(C=C5)O. Cell line: RXF 393. Synergy scores: CSS=25.4, Synergy_ZIP=-3.04, Synergy_Bliss=0.716, Synergy_Loewe=-13.7, Synergy_HSA=1.42.